This data is from TAP: 5 developability metrics (CDR length, charge patches, hydrophobicity). The task is: Multi-output Regression. Predict 5 antibody developability metrics. (1) The antibody is ["['QVQLVESGGGVVQPGRSLRLSCAASGFTFSSYDMHWVRQAPGKGLEWVAVIWYDGSNKYYADSVKGRFTISRDNSKNTLYLQMNSLRAEDTAVYYCARGSGNWGFFDYWGQGTLVTVSS'\\n 'DIQMTQSPSSLSASVGDRVTITCRASQGISRWLAWYQQKPEKAPKSLIYAASSLQSGVPSRFSGSGSGTDFTLTISSLQPEDFATYYCQQYNTYPRTFGQGTKVEIK']"]. Developability metrics: CDR_Length=46.0, PSH=114, PPC=0, PNC=0, SFvCSP=6.00. (2) The antibody is ["['QVQLVQSGAEVKKPGSSVKVSCKASGYTFTSYRMHWVRQAPGQGLEWIGYINPSTGYTEYNQKFKDKATITADESTNTAYMELSSLRSEDTAVYYCARGGGVFDYWGQGTLVTVSS'\\n 'DIQMTQSPSTLSASVGDRVTITCSASSSISYMHWYQQKPGKAPKLLIYTTSNLASGVPARFSGSGSGTEFTLTISSLQPDDFATYYCHQRSTYPLTFGQGTKVEVK']"]. Developability metrics: CDR_Length=42.0, PSH=102, PPC=0.147, PNC=0, SFvCSP=3.00.